This data is from CYP2C9 inhibition data for predicting drug metabolism from PubChem BioAssay. The task is: Regression/Classification. Given a drug SMILES string, predict its absorption, distribution, metabolism, or excretion properties. Task type varies by dataset: regression for continuous measurements (e.g., permeability, clearance, half-life) or binary classification for categorical outcomes (e.g., BBB penetration, CYP inhibition). Dataset: cyp2c9_veith. (1) The drug is COc1ccc(Oc2ncc3nc(-c4cccs4)c(=O)n(-c4ccccc4)c3n2)cc1. The result is 0 (non-inhibitor). (2) The molecule is Cl.OCCN1CCN(CCOc2cccc(Cl)c2)CC1. The result is 0 (non-inhibitor). (3) The molecule is FC(F)(F)c1ccccc1-c1cc(N2CCNCC2)ncn1. The result is 0 (non-inhibitor).